Dataset: NCI-60 drug combinations with 297,098 pairs across 59 cell lines. Task: Regression. Given two drug SMILES strings and cell line genomic features, predict the synergy score measuring deviation from expected non-interaction effect. (1) Drug 1: CCCS(=O)(=O)NC1=C(C(=C(C=C1)F)C(=O)C2=CNC3=C2C=C(C=N3)C4=CC=C(C=C4)Cl)F. Drug 2: C1=CC=C(C(=C1)C(C2=CC=C(C=C2)Cl)C(Cl)Cl)Cl. Cell line: UACC-257. Synergy scores: CSS=39.9, Synergy_ZIP=1.05, Synergy_Bliss=1.83, Synergy_Loewe=-12.2, Synergy_HSA=2.52. (2) Drug 1: C1=CC(=CC=C1CCC2=CNC3=C2C(=O)NC(=N3)N)C(=O)NC(CCC(=O)O)C(=O)O. Drug 2: CCN(CC)CCNC(=O)C1=C(NC(=C1C)C=C2C3=C(C=CC(=C3)F)NC2=O)C. Cell line: COLO 205. Synergy scores: CSS=26.6, Synergy_ZIP=-0.951, Synergy_Bliss=-5.38, Synergy_Loewe=-21.9, Synergy_HSA=-7.78.